From a dataset of Full USPTO retrosynthesis dataset with 1.9M reactions from patents (1976-2016). Predict the reactants needed to synthesize the given product. (1) Given the product [N:54]1([CH2:55][CH2:56][O:24][C:8]2[CH:9]=[CH:10][C:11]([C:13]3[CH:18]=[CH:17][CH:16]=[C:15]([S:19]([CH2:22][CH3:23])(=[O:21])=[O:20])[CH:14]=3)=[C:12]3[C:7]=2[NH:6][C:5]2[N:25]=[CH:26][C:2]([Cl:1])=[CH:3][C:4]3=2)[CH:44]=[CH:43][N:42]=[CH:41]1, predict the reactants needed to synthesize it. The reactants are: [Cl:1][C:2]1[CH:26]=[N:25][C:5]2[NH:6][C:7]3[C:12]([C:4]=2[CH:3]=1)=[C:11]([C:13]1[CH:18]=[CH:17][CH:16]=[C:15]([S:19]([CH2:22][CH3:23])(=[O:21])=[O:20])[CH:14]=1)[CH:10]=[CH:9][C:8]=3[OH:24].C(S(C1C=C(C2C=C[C:44](OCCCN(C)C)=[C:43]3C=2C2C=[C:56](C)[CH:55]=[N:54][C:41]=2[NH:42]3)C=CC=1)(=O)=O)C. (2) Given the product [OH:35][C@@H:33]([CH3:34])[CH2:32][NH:31][C:17](=[O:19])[CH2:16][CH:13]1[S:12][C:11]([C:8]2[NH:9][C:10]3[C:6]([CH:7]=2)=[CH:5][C:4]([O:20][C:21]2[CH:22]=[N:23][C:24]([S:27]([CH3:30])(=[O:29])=[O:28])=[CH:25][CH:26]=2)=[CH:3][C:2]=3[CH3:1])=[N:15][CH2:14]1, predict the reactants needed to synthesize it. The reactants are: [CH3:1][C:2]1[CH:3]=[C:4]([O:20][C:21]2[CH:22]=[N:23][C:24]([S:27]([CH3:30])(=[O:29])=[O:28])=[CH:25][CH:26]=2)[CH:5]=[C:6]2[C:10]=1[NH:9][C:8]([C:11]1[S:12][CH:13]([CH2:16][C:17]([OH:19])=O)[CH2:14][N:15]=1)=[CH:7]2.[NH2:31][CH2:32][C@@H:33]([OH:35])[CH3:34].ON1C2C=CC=CC=2N=N1.Cl.C(N=C=NCCCN(C)C)C. (3) Given the product [F:7][C:8]1[CH:9]=[C:10]([CH:11]=[CH:12][C:13]=1[N+:14]([O-:16])=[O:15])[O:17][CH2:19][CH2:20][O:21][CH:22]1[CH2:27][CH2:26][CH2:25][CH2:24][O:23]1, predict the reactants needed to synthesize it. The reactants are: C(=O)([O-])[O-].[K+].[K+].[F:7][C:8]1[CH:9]=[C:10]([OH:17])[CH:11]=[CH:12][C:13]=1[N+:14]([O-:16])=[O:15].Br[CH2:19][CH2:20][O:21][CH:22]1[CH2:27][CH2:26][CH2:25][CH2:24][O:23]1. (4) Given the product [C:4]([C:6]1[NH:10][C:9]2[C:11]([N:15]([CH3:24])[S:16]([C:19]3[S:20][CH:21]=[CH:22][CH:23]=3)(=[O:17])=[O:18])=[C:12]([CH3:14])[S:13][C:8]=2[CH:7]=1)(=[O:5])[CH3:28], predict the reactants needed to synthesize it. The reactants are: CON(C)[C:4]([C:6]1[NH:10][C:9]2[C:11]([N:15]([CH3:24])[S:16]([C:19]3[S:20][CH:21]=[CH:22][CH:23]=3)(=[O:18])=[O:17])=[C:12]([CH3:14])[S:13][C:8]=2[CH:7]=1)=[O:5].[H-].[Na+].[CH3:28]OCCl.O. (5) Given the product [C:67]([O:66][C:64]([N:61]1[CH2:62][CH2:63][C@H:58]([NH:57][C:18]([C@@H:13]2[CH2:12][CH2:11][C@@H:10]3[CH2:17][N:14]2[C:15](=[O:16])[N:9]3[O:8][CH2:7][C:1]2[CH:2]=[CH:3][CH:4]=[CH:5][CH:6]=2)=[O:20])[C@H:59]([F:71])[CH2:60]1)=[O:65])([CH3:70])([CH3:68])[CH3:69], predict the reactants needed to synthesize it. The reactants are: [C:1]1([CH2:7][O:8][N:9]2[C:15](=[O:16])[N:14]3[CH2:17][C@H:10]2[CH2:11][CH2:12][C@H:13]3[C:18]([OH:20])=O)[CH:6]=[CH:5][CH:4]=[CH:3][CH:2]=1.F[P-](F)(F)(F)(F)F.N1(O[P+](N(C)C)(N(C)C)N(C)C)C2C=CC=CC=2N=N1.C(N(C(C)C)CC)(C)C.[NH2:57][C@H:58]1[CH2:63][CH2:62][N:61]([C:64]([O:66][C:67]([CH3:70])([CH3:69])[CH3:68])=[O:65])[CH2:60][C@H:59]1[F:71]. (6) Given the product [ClH:26].[CH3:1][N:2]([CH2:9][CH2:10][O:11][C:12]1[CH:25]=[CH:24][C:15]([CH2:16][CH:17]2[S:21][C:20](=[O:22])[NH:19][C:18]2=[O:23])=[CH:14][CH:13]=1)[C:3]1[CH:8]=[CH:7][CH:6]=[CH:5][N:4]=1, predict the reactants needed to synthesize it. The reactants are: [CH3:1][N:2]([CH2:9][CH2:10][O:11][C:12]1[CH:25]=[CH:24][C:15]([CH2:16][CH:17]2[S:21][C:20](=[O:22])[NH:19][C:18]2=[O:23])=[CH:14][CH:13]=1)[C:3]1[CH:8]=[CH:7][CH:6]=[CH:5][N:4]=1.[ClH:26].